From a dataset of Forward reaction prediction with 1.9M reactions from USPTO patents (1976-2016). Predict the product of the given reaction. (1) Given the reactants Cl[C:2]1[CH:7]=[CH:6][CH:5]=[C:4]([C:8]([F:11])([F:10])[F:9])[N:3]=1.[NH:12]1[CH2:17][CH2:16][CH:15]([C:18]([N:20]2[CH2:24][CH2:23][C@H:22]([NH:25][C:26](=[O:32])[O:27][C:28]([CH3:31])([CH3:30])[CH3:29])[CH2:21]2)=[O:19])[CH2:14][CH2:13]1.C(N(CC)CC)C.C(OCC)(=O)C, predict the reaction product. The product is: [F:9][C:8]([F:11])([F:10])[C:4]1[N:3]=[C:2]([N:12]2[CH2:13][CH2:14][CH:15]([C:18]([N:20]3[CH2:24][CH2:23][C@H:22]([NH:25][C:26](=[O:32])[O:27][C:28]([CH3:30])([CH3:29])[CH3:31])[CH2:21]3)=[O:19])[CH2:16][CH2:17]2)[CH:7]=[CH:6][CH:5]=1. (2) Given the reactants [C:1]([C:5]1[CH:10]=[CH:9][C:8]([C:11]2[N:12]([C:30](Cl)=[O:31])[C@H:13]([C:23]3[CH:28]=[CH:27][C:26]([Cl:29])=[CH:25][CH:24]=3)[C@H:14]([C:16]3[CH:21]=[CH:20][C:19]([Cl:22])=[CH:18][CH:17]=3)[N:15]=2)=[C:7]([O:33][CH:34]([CH3:36])[CH3:35])[CH:6]=1)([CH3:4])([CH3:3])[CH3:2].[CH3:37][S:38]([CH2:41][CH2:42][CH2:43][N:44]1[CH2:49][CH2:48][NH:47][CH2:46][CH2:45]1)(=[O:40])=[O:39], predict the reaction product. The product is: [ClH:22].[C:1]([C:5]1[CH:10]=[CH:9][C:8]([C:11]2[N:12]([C:30]([N:47]3[CH2:46][CH2:45][N:44]([CH2:43][CH2:42][CH2:41][S:38]([CH3:37])(=[O:39])=[O:40])[CH2:49][CH2:48]3)=[O:31])[C@H:13]([C:23]3[CH:28]=[CH:27][C:26]([Cl:29])=[CH:25][CH:24]=3)[C@H:14]([C:16]3[CH:17]=[CH:18][C:19]([Cl:22])=[CH:20][CH:21]=3)[N:15]=2)=[C:7]([O:33][CH:34]([CH3:36])[CH3:35])[CH:6]=1)([CH3:2])([CH3:4])[CH3:3]. (3) The product is: [Br:1][C:2]1[CH:7]=[CH:6][C:5]([N:8]2[C:9]([CH2:14][C@@H:15]3[CH2:19][CH2:18][N:17]([C:20]([CH:39]4[CH2:41][CH2:40]4)=[O:21])[CH2:16]3)=[N:10][NH:11][C:12]2=[O:13])=[C:4]([F:27])[CH:3]=1. Given the reactants [Br:1][C:2]1[CH:7]=[CH:6][C:5]([N:8]2[C:12](=[O:13])[NH:11][N:10]=[C:9]2[CH2:14][C@@H:15]2[CH2:19][CH2:18][N:17]([C:20](OC(C)(C)C)=[O:21])[CH2:16]2)=[C:4]([F:27])[CH:3]=1.Cl.O1CCOCC1.C(N(CC)[CH:39]([CH3:41])[CH3:40])(C)C.C1(C(Cl)=O)CC1, predict the reaction product. (4) Given the reactants C(OC([N:8]([C:39](OC(C)(C)C)=O)[C:9](=[O:38])[C:10]1[CH:15]=[C:14]([N:16]2[CH2:20][CH2:19][CH2:18][C:17]2=[O:21])[CH:13]=[CH:12][C:11]=1[C:22]([N:24]1[CH2:29][CH2:28][N:27]([C:30]2[C:35]([CH3:36])=[CH:34][C:33]([CH3:37])=[CH:32][N:31]=2)[CH2:26][CH2:25]1)=[O:23])=O)(C)(C)C.N1C[CH2:50][O:49][CH2:48][CH2:47]1, predict the reaction product. The product is: [CH3:36][C:35]1[C:30]([N:27]2[CH2:26][CH2:25][N:24]([C:22]([C:11]3[CH:12]=[CH:13][C:14]([N:16]4[CH2:20][CH2:19][CH2:18][C:17]4=[O:21])=[CH:15][C:10]=3[C:9]([N:8]3[CH2:39][CH2:50][O:49][CH2:48][CH2:47]3)=[O:38])=[O:23])[CH2:29][CH2:28]2)=[N:31][CH:32]=[C:33]([CH3:37])[CH:34]=1. (5) Given the reactants Cl[C:2]1[CH:7]=[CH:6][N:5]=[C:4]([C:8]2([CH3:13])[O:12][CH2:11][CH2:10][O:9]2)[CH:3]=1.[NH2:14][CH2:15][CH2:16][NH2:17], predict the reaction product. The product is: [CH3:13][C:8]1([C:4]2[CH:3]=[C:2]([NH:14][CH2:15][CH2:16][NH2:17])[CH:7]=[CH:6][N:5]=2)[O:12][CH2:11][CH2:10][O:9]1. (6) Given the reactants [NH2:1][C:2]1[N:3]=[CH:4][C:5]([C:8]2[CH:13]=[CH:12][C:11]([C:14]3[C:15]([SH:20])=[CH:16][CH:17]=[CH:18][CH:19]=3)=[CH:10][C:9]=2[F:21])=[N:6][CH:7]=1.[NH2:22][C:23]1[C:24]([Cl:29])=[N:25][CH:26]=[N:27][CH:28]=1, predict the reaction product. The product is: [ClH:29].[NH2:1][C:2]1[N:3]=[CH:4][C:5]([C:8]2[CH:13]=[CH:12][C:11]([C:14]3[CH:19]=[CH:18][CH:17]=[CH:16][C:15]=3[S:20][C:24]3[C:23]([NH2:22])=[CH:28][N:27]=[CH:26][N:25]=3)=[CH:10][C:9]=2[F:21])=[N:6][CH:7]=1. (7) Given the reactants [Si]([O:8][C@H:9]([CH3:39])[C@H:10]([C:22]1[O:26][C:25]([C:27]2[CH:32]=[CH:31][C:30]([NH:33][C:34](=[O:38])[CH2:35][CH2:36][CH3:37])=[CH:29][CH:28]=2)=[N:24][N:23]=1)[NH:11][C:12]1[CH:17]=[CH:16][C:15]([C:18]#[N:19])=[C:14]([Cl:20])[C:13]=1[CH3:21])(C(C)(C)C)(C)C.CCCC[N+](CCCC)(CCCC)CCCC.[F-], predict the reaction product. The product is: [Cl:20][C:14]1[C:13]([CH3:21])=[C:12]([NH:11][C@@H:10]([C:22]2[O:26][C:25]([C:27]3[CH:28]=[CH:29][C:30]([NH:33][C:34](=[O:38])[CH2:35][CH2:36][CH3:37])=[CH:31][CH:32]=3)=[N:24][N:23]=2)[C@H:9]([OH:8])[CH3:39])[CH:17]=[CH:16][C:15]=1[C:18]#[N:19]. (8) Given the reactants [Cl:1][C:2]1[C:3]([N:19]=[C:20]([C:27]2[CH:32]=[CH:31][CH:30]=[CH:29][CH:28]=2)[C:21]2[CH:26]=[CH:25][CH:24]=[CH:23][CH:22]=2)=[N:4][CH:5]=[CH:6][C:7]=1[O:8][C:9]1[CH:14]=[CH:13][C:12]([N+:15]([O-])=O)=[CH:11][C:10]=1[F:18].C(O)(C)C.[NH4+]=S, predict the reaction product. The product is: [NH2:15][C:12]1[CH:13]=[CH:14][C:9]([O:8][C:7]2[CH:6]=[CH:5][N:4]=[C:3]([N:19]=[C:20]([C:21]3[CH:26]=[CH:25][CH:24]=[CH:23][CH:22]=3)[C:27]3[CH:32]=[CH:31][CH:30]=[CH:29][CH:28]=3)[C:2]=2[Cl:1])=[C:10]([F:18])[CH:11]=1. (9) Given the reactants [CH2:1]([NH:8][C@H:9]1[CH2:13][CH2:12][CH2:11][C@H:10]1[OH:14])[C:2]1[CH:7]=[CH:6][CH:5]=[CH:4][CH:3]=1.C=O.[C:17](O[BH-](OC(=O)C)OC(=O)C)(=O)C.[Na+].C(=O)([O-])O.[Na+].Cl, predict the reaction product. The product is: [CH2:1]([N:8]([CH3:17])[C@H:9]1[CH2:13][CH2:12][CH2:11][C@H:10]1[OH:14])[C:2]1[CH:7]=[CH:6][CH:5]=[CH:4][CH:3]=1. (10) Given the reactants [OH:1][C:2]1[CH:7]=[CH:6][N:5]=[CH:4][C:3]=1[CH:8]1[CH2:13][CH2:12][C:11](=O)[CH2:10][CH2:9]1.[NH:15]1[CH2:18][CH:17]([NH:19][C:20]([CH2:22][NH:23][C:24](=[O:35])[C:25]2[CH:30]=[CH:29][CH:28]=[C:27]([C:31]([F:34])([F:33])[F:32])[CH:26]=2)=[O:21])[CH2:16]1, predict the reaction product. The product is: [OH:1][C:2]1[CH:7]=[CH:6][N:5]=[CH:4][C:3]=1[CH:8]1[CH2:13][CH2:12][CH:11]([N:15]2[CH2:18][CH:17]([NH:19][C:20]([CH2:22][NH:23][C:24](=[O:35])[C:25]3[CH:30]=[CH:29][CH:28]=[C:27]([C:31]([F:34])([F:32])[F:33])[CH:26]=3)=[O:21])[CH2:16]2)[CH2:10][CH2:9]1.